From a dataset of Forward reaction prediction with 1.9M reactions from USPTO patents (1976-2016). Predict the product of the given reaction. Given the reactants Cl.[Cl:2][CH2:3][CH2:4][CH2:5][N:6]([CH3:32])[C:7]([C:9]1[CH:10]=[N:11][N:12]2[CH:17]=[CH:16][C:15]([N:18]3[CH2:22][CH2:21][CH2:20][C@@H:19]3[C:23]3[C:24]([O:30]C)=[N:25][CH:26]=[C:27]([F:29])[CH:28]=3)=[N:14][C:13]=12)=[O:8], predict the reaction product. The product is: [Cl:2][CH2:3][CH2:4][CH2:5][N:6]([CH3:32])[C:7]([C:9]1[CH:10]=[N:11][N:12]2[CH:17]=[CH:16][C:15]([N:18]3[CH2:22][CH2:21][CH2:20][C@@H:19]3[C:23]3[C:24](=[O:30])[NH:25][CH:26]=[C:27]([F:29])[CH:28]=3)=[N:14][C:13]=12)=[O:8].